Task: Predict the product of the given reaction.. Dataset: Forward reaction prediction with 1.9M reactions from USPTO patents (1976-2016) (1) Given the reactants O[CH2:2][C:3]1[CH:28]=[CH:27][C:6]([O:7][C:8]2[N:13]=[CH:12][C:11]([NH:14][C:15](=[O:26])[C:16]3[CH:21]=[CH:20][C:19]([C:22]([F:25])([F:24])[F:23])=[CH:18][CH:17]=3)=[CH:10][CH:9]=2)=[CH:5][CH:4]=1.S(Cl)([Cl:31])=O.C(=O)(O)[O-].[Na+], predict the reaction product. The product is: [Cl:31][CH2:2][C:3]1[CH:28]=[CH:27][C:6]([O:7][C:8]2[N:13]=[CH:12][C:11]([NH:14][C:15](=[O:26])[C:16]3[CH:21]=[CH:20][C:19]([C:22]([F:25])([F:24])[F:23])=[CH:18][CH:17]=3)=[CH:10][CH:9]=2)=[CH:5][CH:4]=1. (2) Given the reactants [BH4-].[Na+].[C:3]1([C@@H:9]([N:11]=[C:12]2[C:33]3[C:28](=[CH:29][CH:30]=[CH:31][CH:32]=3)[C:15]3([CH2:20][CH2:19][N:18]([C:21]([O:23][C:24]([CH3:27])([CH3:26])[CH3:25])=[O:22])[CH2:17][CH2:16]3)[CH2:14][CH2:13]2)[CH3:10])[CH:8]=[CH:7][CH:6]=[CH:5][CH:4]=1.C([O-])(O)=O.[Na+], predict the reaction product. The product is: [C:3]1([C@@H:9]([NH:11][C@@H:12]2[C:33]3[C:28](=[CH:29][CH:30]=[CH:31][CH:32]=3)[C:15]3([CH2:16][CH2:17][N:18]([C:21]([O:23][C:24]([CH3:26])([CH3:27])[CH3:25])=[O:22])[CH2:19][CH2:20]3)[CH2:14][CH2:13]2)[CH3:10])[CH:8]=[CH:7][CH:6]=[CH:5][CH:4]=1. (3) Given the reactants [CH2:1]([O:3][C:4](=[O:27])[CH2:5][C:6]1[CH:11]=[CH:10][C:9]([O:12][CH3:13])=[C:8]([O:14][C:15]2[CH:20]=[CH:19][C:18]([C:21]([F:24])([F:23])[F:22])=[CH:17][C:16]=2[CH:25]=O)[CH:7]=1)[CH3:2].[CH2:28]([NH2:35])[C:29]1[CH:34]=[CH:33][CH:32]=[CH:31][CH:30]=1, predict the reaction product. The product is: [CH2:1]([O:3][C:4](=[O:27])[CH2:5][C:6]1[CH:11]=[CH:10][C:9]([O:12][CH3:13])=[C:8]([O:14][C:15]2[CH:20]=[CH:19][C:18]([C:21]([F:23])([F:24])[F:22])=[CH:17][C:16]=2[CH2:25][NH:35][CH2:28][C:29]2[CH:34]=[CH:33][CH:32]=[CH:31][CH:30]=2)[CH:7]=1)[CH3:2]. (4) Given the reactants [CH:1]1([CH2:4][C:5]([NH:13]S(C(C)(C)C)=O)([CH3:12])[C:6]2[O:7][C:8]([CH3:11])=[N:9][N:10]=2)[CH2:3][CH2:2]1.Cl.O1CCOCC1, predict the reaction product. The product is: [CH:1]1([CH2:4][C:5]([C:6]2[O:7][C:8]([CH3:11])=[N:9][N:10]=2)([NH2:13])[CH3:12])[CH2:3][CH2:2]1. (5) Given the reactants [CH3:1][S:2]([C:5]1[CH:10]=[CH:9][C:8]([N:11]2[CH:20]=[C:19]3[C:13]([CH2:14][CH2:15][N:16](C(OC(C)(C)C)=O)[CH2:17][CH2:18]3)=[N:12]2)=[CH:7][CH:6]=1)(=[O:4])=[O:3].Cl, predict the reaction product. The product is: [CH3:1][S:2]([C:5]1[CH:10]=[CH:9][C:8]([N:11]2[CH:20]=[C:19]3[C:13]([CH2:14][CH2:15][NH:16][CH2:17][CH2:18]3)=[N:12]2)=[CH:7][CH:6]=1)(=[O:4])=[O:3]. (6) Given the reactants P(Br)(Br)[Br:2].[Br:5][C:6]1[C:11]([O:12][C:13]2[CH:14]=[C:15]([CH:18]=[C:19]([Cl:21])[CH:20]=2)[C:16]#[N:17])=[C:10]([F:22])[C:9]([CH2:23]O)=[CH:8][CH:7]=1, predict the reaction product. The product is: [Br:5][C:6]1[C:11]([O:12][C:13]2[CH:14]=[C:15]([CH:18]=[C:19]([Cl:21])[CH:20]=2)[C:16]#[N:17])=[C:10]([F:22])[C:9]([CH2:23][Br:2])=[CH:8][CH:7]=1. (7) Given the reactants Cl[C:2]1[C:11]2[C:6](=[CH:7][CH:8]=[CH:9][N:10]=2)[N:5]=[CH:4][C:3]=1[N+:12]([O-:14])=[O:13].Cl.[NH2:16][CH2:17][CH2:18][CH2:19][CH2:20][CH2:21][C:22]([O:24][CH2:25][CH3:26])=[O:23].C(N(CC)CC)C, predict the reaction product. The product is: [N+:12]([C:3]1[CH:4]=[N:5][C:6]2[C:11]([C:2]=1[NH:16][CH2:17][CH2:18][CH2:19][CH2:20][CH2:21][C:22]([O:24][CH2:25][CH3:26])=[O:23])=[N:10][CH:9]=[CH:8][CH:7]=2)([O-:14])=[O:13].